From a dataset of Forward reaction prediction with 1.9M reactions from USPTO patents (1976-2016). Predict the product of the given reaction. (1) Given the reactants [CH2:1]([O:5][C:6]([N:8]1[CH2:13][CH2:12][N:11]([C:14](=[O:51])[C@@H:15]([NH:21][C:22]([C:24]2[CH:28]=[C:27]([O:29][CH2:30][C:31]([N:33]3[CH2:37][CH2:36][CH2:35][C@H:34]3[C:38](=[O:44])[NH:39][CH:40]3[CH2:43][CH2:42][CH2:41]3)=[O:32])[N:26]([C:45]3[CH:50]=[CH:49][CH:48]=[CH:47][CH:46]=3)[N:25]=2)=[O:23])[CH2:16][CH2:17][C:18]([OH:20])=[O:19])[CH2:10][CH2:9]1)=[O:7])[CH2:2][CH2:3][CH3:4].[CH2:52](Cl)[CH2:53]Cl.C(O)C, predict the reaction product. The product is: [CH2:1]([O:5][C:6]([N:8]1[CH2:13][CH2:12][N:11]([C:14](=[O:51])[C@@H:15]([NH:21][C:22]([C:24]2[CH:28]=[C:27]([O:29][CH2:30][C:31]([N:33]3[CH2:37][CH2:36][CH2:35][C@H:34]3[C:38](=[O:44])[NH:39][CH:40]3[CH2:43][CH2:42][CH2:41]3)=[O:32])[N:26]([C:45]3[CH:50]=[CH:49][CH:48]=[CH:47][CH:46]=3)[N:25]=2)=[O:23])[CH2:16][CH2:17][C:18]([O:20][CH2:52][CH3:53])=[O:19])[CH2:10][CH2:9]1)=[O:7])[CH2:2][CH2:3][CH3:4]. (2) The product is: [N:28]1[N:35]=[C:21]([C:20]2[CH:19]=[C:18]([C:16]3[O:17][C:13]([CH:12]=[C:5]4[C:4]5[C:8](=[CH:9][CH:10]=[C:2]([Cl:1])[CH:3]=5)[NH:7][C:6]4=[O:11])=[CH:14][CH:15]=3)[CH:26]=[CH:25][CH:24]=2)[NH:23][CH:30]=1. Given the reactants [Cl:1][C:2]1[CH:3]=[C:4]2[C:8](=[CH:9][CH:10]=1)[NH:7][C:6](=[O:11])[C:5]2=[CH:12][C:13]1[O:17][C:16]([C:18]2[CH:19]=[C:20]([CH:24]=[CH:25][CH:26]=2)[C:21]([NH2:23])=O)=[CH:15][CH:14]=1.C[N:28]([CH:30]=O)C.CC([N:35](C)C)=O, predict the reaction product. (3) Given the reactants C([O:8][CH2:9][CH2:10][CH2:11][CH2:12][C:13]1[O:14][C:15]2[C:24]3[CH:23]([CH2:25][CH2:26][NH:27][C:28](=[O:30])[CH3:29])[CH2:22][CH2:21][C:20]=3[CH:19]=[CH:18][C:16]=2[N:17]=1)C1C=CC=CC=1, predict the reaction product. The product is: [OH:8][CH2:9][CH2:10][CH2:11][CH2:12][C:13]1[O:14][C:15]2[C:24]3[CH:23]([CH2:25][CH2:26][NH:27][C:28](=[O:30])[CH3:29])[CH2:22][CH2:21][C:20]=3[CH:19]=[CH:18][C:16]=2[N:17]=1. (4) The product is: [CH3:18][O:17][C:14]1[CH:15]=[CH:16][C:11]([C:10]2[C:3]3[C:2]([O:32][C@H:29]4[CH2:30][CH2:31][C@H:27]([OH:33])[CH2:28]4)=[N:7][CH:6]=[N:5][C:4]=3[O:8][C:9]=2[C:19]2[CH:20]=[CH:21][CH:22]=[CH:23][CH:24]=2)=[CH:12][CH:13]=1. Given the reactants Cl[C:2]1[C:3]2[C:10]([C:11]3[CH:16]=[CH:15][C:14]([O:17][CH3:18])=[CH:13][CH:12]=3)=[C:9]([C:19]3[CH:24]=[CH:23][CH:22]=[CH:21][CH:20]=3)[O:8][C:4]=2[N:5]=[CH:6][N:7]=1.[OH-].[Na+].[C@H:27]1([OH:33])[CH2:31][CH2:30][C@H:29]([OH:32])[CH2:28]1.Cl, predict the reaction product. (5) The product is: [C:34]([C:30]([NH:29][C:27](=[O:28])[CH:26]([O:25][C:21]1[CH:22]=[C:23]2[C:18](=[CH:19][CH:20]=1)[N:17]=[CH:16][C:15]([C:13]#[CH:14])=[CH:24]2)[S:36][CH3:37])([CH3:33])[C:31]#[CH:32])#[CH:1]. Given the reactants [CH3:1]C(C)C(=O)C(P(=O)([O-])[O-])=[N+]=[N-].[C:13]([C:15]1[CH:16]=[N:17][C:18]2[C:23]([CH:24]=1)=[CH:22][C:21]([O:25][CH:26]([S:36][CH3:37])[C:27]([NH:29][C:30]([CH2:34]O)([CH3:33])[C:31]#[CH:32])=[O:28])=[CH:20][CH:19]=2)#[CH:14].C(=O)([O-])[O-].[K+].[K+].C(OCC)(=O)C, predict the reaction product.